Task: Predict the reactants needed to synthesize the given product.. Dataset: Full USPTO retrosynthesis dataset with 1.9M reactions from patents (1976-2016) (1) Given the product [F:15][C:14]([F:17])([F:16])[C:13]([C:6]1[C:7]([CH3:12])=[N:8][C:9]2[C:4]([C:5]=1[C:19]1[CH:24]=[CH:23][CH:22]=[CH:21][CH:20]=1)=[CH:3][C:2]([N:30]1[CH2:31][CH2:32][C:27]([OH:26])([C:33]3[CH:34]=[CH:35][CH:36]=[CH:37][CH:38]=3)[CH2:28][CH2:29]1)=[CH:11][CH:10]=2)=[O:18], predict the reactants needed to synthesize it. The reactants are: Br[C:2]1[CH:3]=[C:4]2[C:9](=[CH:10][CH:11]=1)[N:8]=[C:7]([CH3:12])[C:6]([C:13](=[O:18])[C:14]([F:17])([F:16])[F:15])=[C:5]2[C:19]1[CH:24]=[CH:23][C:22](F)=[CH:21][CH:20]=1.[OH:26][C:27]1([C:33]2[CH:38]=[CH:37][CH:36]=[CH:35][CH:34]=2)[CH2:32][CH2:31][NH:30][CH2:29][CH2:28]1. (2) Given the product [CH3:11][C:5]1[C:6]([CH2:8][CH2:9][CH3:10])=[N:7][C:2]([C:28]#[N:29])=[N:3][C:4]=1[C:12]1[CH:17]=[CH:16][CH:15]=[C:14]([C:18]([F:21])([F:20])[F:19])[CH:13]=1, predict the reactants needed to synthesize it. The reactants are: Cl[C:2]1[N:7]=[C:6]([CH2:8][CH2:9][CH3:10])[C:5]([CH3:11])=[C:4]([C:12]2[CH:17]=[CH:16][CH:15]=[C:14]([C:18]([F:21])([F:20])[F:19])[CH:13]=2)[N:3]=1.C(OCC)(=O)C.[CH3:28][N:29](C)C=O. (3) Given the product [CH3:14][N:15]1[CH2:20][CH2:19][N:18]([S:2]([C:5]2[O:9][C:8]([C:10]([O:12][CH3:13])=[O:11])=[CH:7][CH:6]=2)(=[O:4])=[O:3])[CH2:17][CH2:16]1, predict the reactants needed to synthesize it. The reactants are: Cl[S:2]([C:5]1[O:9][C:8]([C:10]([O:12][CH3:13])=[O:11])=[CH:7][CH:6]=1)(=[O:4])=[O:3].[CH3:14][N:15]1[CH2:20][CH2:19][NH:18][CH2:17][CH2:16]1.C(=O)([O-])[O-].[Na+].[Na+].C(OCC)(=O)C. (4) The reactants are: [CH3:1][C:2]1([CH3:10])[CH2:7][C:6](=[O:8])[CH2:5][C:4](=[O:9])[CH2:3]1.Br[CH2:12][C:13]([C:15]1[CH:20]=[CH:19][CH:18]=[C:17]([Br:21])[CH:16]=1)=[O:14].C([O-])([O-])=O.[K+].[K+]. Given the product [Br:21][C:17]1[CH:16]=[C:15]([C:13](=[O:14])[CH2:12][CH:5]2[C:6](=[O:8])[CH2:7][C:2]([CH3:10])([CH3:1])[CH2:3][C:4]2=[O:9])[CH:20]=[CH:19][CH:18]=1, predict the reactants needed to synthesize it.